This data is from Forward reaction prediction with 1.9M reactions from USPTO patents (1976-2016). The task is: Predict the product of the given reaction. Given the reactants [NH2:1][C:2]1[S:10][C:5]2[CH2:6][O:7][CH2:8][CH2:9][C:4]=2[C:3]=1[C:11]([NH2:13])=[O:12].N1C=CC=CC=1.Cl[C:21]([O:23][C:24]1[CH:29]=[CH:28][CH:27]=[CH:26][CH:25]=1)=[O:22], predict the reaction product. The product is: [C:24]1([O:23][C:21](=[O:22])[NH:1][C:2]2[S:10][C:5]3[CH2:6][O:7][CH2:8][CH2:9][C:4]=3[C:3]=2[C:11](=[O:12])[NH2:13])[CH:29]=[CH:28][CH:27]=[CH:26][CH:25]=1.